From a dataset of Peptide-MHC class I binding affinity with 185,985 pairs from IEDB/IMGT. Regression. Given a peptide amino acid sequence and an MHC pseudo amino acid sequence, predict their binding affinity value. This is MHC class I binding data. The MHC is HLA-A02:02 with pseudo-sequence HLA-A02:02. The peptide sequence is PISDYSAEV. The binding affinity (normalized) is 0.392.